Predict the product of the given reaction. From a dataset of Forward reaction prediction with 1.9M reactions from USPTO patents (1976-2016). (1) Given the reactants [H-].[Al+3].[Li+].C(O[C:15]1[CH:20]=[CH:19][C:18]([CH2:21]N)=[CH:17][CH:16]=1)CCCCCCCCC.[H-].[H-].[H-].C([O:36][C:37]1[CH:44]=CC(C#N)=CC=1)CCCCCCCCC.C1C[O:48]CC1.[OH-:50].[Na+].[OH2:52], predict the reaction product. The product is: [CH:15]1[CH:16]=[C:17]2[C:44]([C:37]([OH:48])([OH:36])[C:21](=[O:52])[C:18]2=[CH:19][CH:20]=1)=[O:50]. (2) Given the reactants CO[CH:3](OC)[CH2:4][NH:5][C:6](=[O:23])[C:7]([NH:9][C:10]1[CH:15]=[CH:14][C:13]([O:16][CH2:17][C:18]([OH:21])([CH3:20])[CH3:19])=[C:12]([CH3:22])[CH:11]=1)=[O:8].C(O)(C(F)(F)F)=O, predict the reaction product. The product is: [OH:23][C:6]1[C:7](=[O:8])[N:9]([C:10]2[CH:15]=[CH:14][C:13]([O:16][CH2:17][C:18]([OH:21])([CH3:19])[CH3:20])=[C:12]([CH3:22])[CH:11]=2)[CH:3]=[CH:4][N:5]=1. (3) The product is: [O:16]=[C:7]1[N:6]([CH2:5][CH:4]=[O:3])[C:11]2[CH:12]=[CH:13][CH:14]=[CH:15][C:10]=2[O:9][CH2:8]1. Given the reactants C([O:3][CH:4](OCC)[CH2:5][N:6]1[C:11]2[CH:12]=[CH:13][CH:14]=[CH:15][C:10]=2[O:9][CH2:8][C:7]1=[O:16])C.Cl, predict the reaction product. (4) Given the reactants Cl.Cl.C(O[C:6]([C:8]1[CH:9]=[C:10]2[C:14](=[CH:15][CH:16]=1)[NH:13][N:12]=[C:11]2[C:17]1[CH:26]=[CH:25][C:24]2[C:19](=[CH:20][CH:21]=[C:22]([Cl:27])[CH:23]=2)[CH:18]=1)=[NH:7])C.[N:28]1([CH2:33][C:34]([NH:36][NH2:37])=O)[CH2:32][CH2:31][CH2:30][CH2:29]1.C(N(CC)CC)C, predict the reaction product. The product is: [Cl:27][C:22]1[CH:23]=[C:24]2[C:19](=[CH:20][CH:21]=1)[CH:18]=[C:17]([C:11]1[C:10]3[C:14](=[CH:15][CH:16]=[C:8]([C:6]4[NH:37][N:36]=[C:34]([CH2:33][N:28]5[CH2:32][CH2:31][CH2:30][CH2:29]5)[N:7]=4)[CH:9]=3)[NH:13][N:12]=1)[CH:26]=[CH:25]2. (5) Given the reactants [N:1]1([CH2:7][CH2:8][C:9]([C:11]2[CH:12]=[C:13]([C:17]3[CH:22]=[CH:21][N:20]=[C:19]([NH:23]C(=O)C4C=CC=CC=4)[CH:18]=3)[CH:14]=[CH:15][CH:16]=2)=[O:10])[CH2:6][CH2:5][O:4][CH2:3][CH2:2]1.[OH-].[Na+], predict the reaction product. The product is: [NH2:23][C:19]1[CH:18]=[C:17]([C:13]2[CH:12]=[C:11]([C:9](=[O:10])[CH2:8][CH2:7][N:1]3[CH2:6][CH2:5][O:4][CH2:3][CH2:2]3)[CH:16]=[CH:15][CH:14]=2)[CH:22]=[CH:21][N:20]=1. (6) The product is: [CH3:13][C:14]1[O:18][C:17]([CH2:19][NH:20][C:6]2[CH:5]=[CH:4][C:3]3[C:8](=[CH:9][CH:10]=[CH:11][C:2]=3/[CH:22]=[CH:21]/[C:23]3[CH:28]=[CH:27][CH:26]=[CH:25][N:24]=3)[N:7]=2)=[CH:16][CH:15]=1. Given the reactants Br[C:2]1[CH:11]=[CH:10][CH:9]=[C:8]2[C:3]=1[CH:4]=[CH:5][C:6](Cl)=[N:7]2.[CH3:13][C:14]1[O:18][C:17]([CH2:19][NH2:20])=[CH:16][CH:15]=1.[CH:21]([C:23]1[CH:28]=[CH:27][CH:26]=[CH:25][N:24]=1)=[CH2:22], predict the reaction product. (7) Given the reactants [H-].[Na+].[CH3:3][O:4][C:5]1[CH:6]=[C:7]([CH:18]=[CH:19][CH:20]=1)[O:8][C:9]1[NH:13][C:12]2[CH:14]=[CH:15][CH:16]=[CH:17][C:11]=2[N:10]=1.[Cl:21][C:22]1[CH:27]=[C:26](Cl)[N:25]=[C:24]([CH3:29])[N:23]=1.[Cl-].[NH4+], predict the reaction product. The product is: [Cl:21][C:22]1[N:23]=[C:24]([CH3:29])[N:25]=[C:26]([N:13]2[C:12]3[CH:14]=[CH:15][CH:16]=[CH:17][C:11]=3[N:10]=[C:9]2[O:8][C:7]2[CH:18]=[CH:19][CH:20]=[C:5]([O:4][CH3:3])[CH:6]=2)[CH:27]=1.